From a dataset of Peptide-MHC class II binding affinity with 134,281 pairs from IEDB. Regression. Given a peptide amino acid sequence and an MHC pseudo amino acid sequence, predict their binding affinity value. This is MHC class II binding data. (1) The peptide sequence is RELKCGDGIFIFRDS. The MHC is HLA-DQA10201-DQB10303 with pseudo-sequence HLA-DQA10201-DQB10303. The binding affinity (normalized) is 0. (2) The MHC is DRB1_1602 with pseudo-sequence DRB1_1602. The binding affinity (normalized) is 0.394. The peptide sequence is VVLFAVFLGSAYGIP. (3) The peptide sequence is LISWGHYPLHLRYYR. The MHC is DRB1_0401 with pseudo-sequence DRB1_0401. The binding affinity (normalized) is 0.158. (4) The peptide sequence is AKRMIAISAKVARDI. The MHC is DRB1_0401 with pseudo-sequence DRB1_0401. The binding affinity (normalized) is 0.504. (5) The peptide sequence is GWIISNIFGAIPVLG. The MHC is DRB1_1101 with pseudo-sequence DRB1_1101. The binding affinity (normalized) is 0.145. (6) The peptide sequence is QGEPGRVIRGKKGAG. The MHC is HLA-DPA10103-DPB10201 with pseudo-sequence HLA-DPA10103-DPB10201. The binding affinity (normalized) is 0.00762. (7) The peptide sequence is ILSEGNSFTAPNESY. The MHC is HLA-DPA10301-DPB10402 with pseudo-sequence HLA-DPA10301-DPB10402. The binding affinity (normalized) is 0.124.